From a dataset of NCI-60 drug combinations with 297,098 pairs across 59 cell lines. Regression. Given two drug SMILES strings and cell line genomic features, predict the synergy score measuring deviation from expected non-interaction effect. (1) Drug 1: CCC(=C(C1=CC=CC=C1)C2=CC=C(C=C2)OCCN(C)C)C3=CC=CC=C3.C(C(=O)O)C(CC(=O)O)(C(=O)O)O. Drug 2: C1CN(CCN1C(=O)CCBr)C(=O)CCBr. Cell line: OVCAR-4. Synergy scores: CSS=5.30, Synergy_ZIP=-1.21, Synergy_Bliss=-0.465, Synergy_Loewe=-2.56, Synergy_HSA=-1.84. (2) Drug 1: CC1=CC=C(C=C1)C2=CC(=NN2C3=CC=C(C=C3)S(=O)(=O)N)C(F)(F)F. Drug 2: CCC1(CC2CC(C3=C(CCN(C2)C1)C4=CC=CC=C4N3)(C5=C(C=C6C(=C5)C78CCN9C7C(C=CC9)(C(C(C8N6C)(C(=O)OC)O)OC(=O)C)CC)OC)C(=O)OC)O.OS(=O)(=O)O. Cell line: A549. Synergy scores: CSS=-6.49, Synergy_ZIP=2.63, Synergy_Bliss=-0.0473, Synergy_Loewe=-77.7, Synergy_HSA=-7.59. (3) Drug 1: CC1OCC2C(O1)C(C(C(O2)OC3C4COC(=O)C4C(C5=CC6=C(C=C35)OCO6)C7=CC(=C(C(=C7)OC)O)OC)O)O. Drug 2: COC1=NC(=NC2=C1N=CN2C3C(C(C(O3)CO)O)O)N. Cell line: NCI-H460. Synergy scores: CSS=43.2, Synergy_ZIP=3.86, Synergy_Bliss=4.05, Synergy_Loewe=-12.5, Synergy_HSA=5.25. (4) Drug 1: CCC1=CC2CC(C3=C(CN(C2)C1)C4=CC=CC=C4N3)(C5=C(C=C6C(=C5)C78CCN9C7C(C=CC9)(C(C(C8N6C)(C(=O)OC)O)OC(=O)C)CC)OC)C(=O)OC.C(C(C(=O)O)O)(C(=O)O)O. Drug 2: CC1=CC=C(C=C1)C2=CC(=NN2C3=CC=C(C=C3)S(=O)(=O)N)C(F)(F)F. Cell line: HCT-15. Synergy scores: CSS=14.1, Synergy_ZIP=-5.16, Synergy_Bliss=-0.491, Synergy_Loewe=-19.8, Synergy_HSA=1.16. (5) Drug 1: CC1=C(N=C(N=C1N)C(CC(=O)N)NCC(C(=O)N)N)C(=O)NC(C(C2=CN=CN2)OC3C(C(C(C(O3)CO)O)O)OC4C(C(C(C(O4)CO)O)OC(=O)N)O)C(=O)NC(C)C(C(C)C(=O)NC(C(C)O)C(=O)NCCC5=NC(=CS5)C6=NC(=CS6)C(=O)NCCC[S+](C)C)O. Drug 2: C1C(C(OC1N2C=NC3=C2NC=NCC3O)CO)O. Cell line: SR. Synergy scores: CSS=69.3, Synergy_ZIP=0.157, Synergy_Bliss=-0.134, Synergy_Loewe=-1.48, Synergy_HSA=-0.176. (6) Cell line: MDA-MB-231. Drug 2: COC1=C2C(=CC3=C1OC=C3)C=CC(=O)O2. Drug 1: C1CN(CCN1C(=O)CCBr)C(=O)CCBr. Synergy scores: CSS=10.2, Synergy_ZIP=-3.75, Synergy_Bliss=3.86, Synergy_Loewe=-0.802, Synergy_HSA=1.47.